This data is from Retrosynthesis with 50K atom-mapped reactions and 10 reaction types from USPTO. The task is: Predict the reactants needed to synthesize the given product. (1) Given the product Nc1ccc(OCCCCOc2ccccc2)cc1N, predict the reactants needed to synthesize it. The reactants are: Nc1ccc(OCCCCOc2ccccc2)cc1[N+](=O)[O-]. (2) The reactants are: CC(C)(C)OC(=O)N1CCN(c2cccc3c2ccn3S(=O)(=O)c2ccccc2)CC1. Given the product O=S(=O)(c1ccccc1)n1ccc2c(N3CCNCC3)cccc21, predict the reactants needed to synthesize it. (3) The reactants are: COc1ccc(CNc2ccc3c(C(=O)OC(C)(C)C)nn(Cc4ccc(OC)cc4)c3n2)cc1. Given the product COc1ccc(CNc2ccc3c(CO)nn(Cc4ccc(OC)cc4)c3n2)cc1, predict the reactants needed to synthesize it. (4) Given the product Cc1cc(-c2nc3cnc(OCC4CC4)cc3n2C(C)c2ccccn2)cn(C)c1=O, predict the reactants needed to synthesize it. The reactants are: Cc1cc(-c2nc3cnc(Cl)cc3n2C(C)c2ccccn2)cn(C)c1=O.OCC1CC1. (5) The reactants are: COC(OC)OC.O=C(O)c1cc(I)ccc1O. Given the product COC(=O)c1cc(I)ccc1O, predict the reactants needed to synthesize it. (6) Given the product [N-]=[N+]=NCc1cc(=O)c(OCc2ccccc2)c[nH]1, predict the reactants needed to synthesize it. The reactants are: O=c1cc(CCl)[nH]cc1OCc1ccccc1.[N-]=[N+]=[N-]. (7) The reactants are: C=O.Cc1ccc(-c2ccc(Cl)cc2)n1-c1ccc(Cl)cc1.FC(F)(F)c1cccc(N2CCNCC2)c1. Given the product Cc1c(CN2CCN(c3cccc(C(F)(F)F)c3)CC2)cc(-c2ccc(Cl)cc2)n1-c1ccc(Cl)cc1, predict the reactants needed to synthesize it. (8) Given the product CCCNc1nc(SCc2csc(-c3ccc(Cl)cc3)n2)c(C#N)c(-c2ccc(OCCO)cc2)c1C#N, predict the reactants needed to synthesize it. The reactants are: CCCN.N#Cc1c(Cl)nc(SCc2csc(-c3ccc(Cl)cc3)n2)c(C#N)c1-c1ccc(OCCO)cc1.